This data is from Full USPTO retrosynthesis dataset with 1.9M reactions from patents (1976-2016). The task is: Predict the reactants needed to synthesize the given product. (1) Given the product [CH3:13][C:4]1[CH:3]=[C:2]([B:17]2[O:18][C:19]([CH3:21])([CH3:20])[C:15]([CH3:31])([CH3:14])[O:16]2)[CH:7]=[CH:6][C:5]=1[CH2:8][C:9]([O:11][CH3:12])=[O:10], predict the reactants needed to synthesize it. The reactants are: Br[C:2]1[CH:7]=[CH:6][C:5]([CH2:8][C:9]([O:11][CH3:12])=[O:10])=[C:4]([CH3:13])[CH:3]=1.[CH3:14][C:15]1([CH3:31])[C:19]([CH3:21])([CH3:20])[O:18][B:17]([B:17]2[O:18][C:19]([CH3:21])([CH3:20])[C:15]([CH3:31])([CH3:14])[O:16]2)[O:16]1.CC([O-])=O.[K+]. (2) Given the product [C:1]([O:5][C:6]([N:8]1[C:17]2[C:12](=[CH:13][C:14]([C:18]3[CH:19]=[N:20][CH:21]=[C:22]([O:24][CH2:26][CH2:27][N:28]4[CH2:32][CH2:31][O:30][C:29]4=[O:33])[CH:23]=3)=[CH:15][N:16]=2)[CH2:11][CH2:10][CH2:9]1)=[O:7])([CH3:4])([CH3:2])[CH3:3], predict the reactants needed to synthesize it. The reactants are: [C:1]([O:5][C:6]([N:8]1[C:17]2[C:12](=[CH:13][C:14]([C:18]3[CH:19]=[N:20][CH:21]=[C:22]([OH:24])[CH:23]=3)=[CH:15][N:16]=2)[CH2:11][CH2:10][CH2:9]1)=[O:7])([CH3:4])([CH3:3])[CH3:2].O[CH2:26][CH2:27][N:28]1[CH2:32][CH2:31][O:30][C:29]1=[O:33].C1(P(C2C=CC=CC=2)C2C=CC=CC=2)C=CC=CC=1.N(C(OC(C)(C)C)=O)=NC(OC(C)(C)C)=O. (3) Given the product [OH:1][C:2]1([C:13]2[N:18]=[CH:17][C:16]([C:19]3[CH:24]=[C:23]([CH3:25])[CH:22]=[C:21]([NH:26][C:27]4[CH:32]=[C:31]([C:33]([F:36])([F:35])[F:34])[CH:30]=[CH:29][N:28]=4)[N:20]=3)=[CH:15][CH:14]=2)[CH2:7][CH2:6][CH:5]([C:8]([NH2:47])=[O:10])[C:4]([CH3:12])([CH3:11])[CH2:3]1, predict the reactants needed to synthesize it. The reactants are: [OH:1][C:2]1([C:13]2[N:18]=[CH:17][C:16]([C:19]3[CH:24]=[C:23]([CH3:25])[CH:22]=[C:21]([NH:26][C:27]4[CH:32]=[C:31]([C:33]([F:36])([F:35])[F:34])[CH:30]=[CH:29][N:28]=4)[N:20]=3)=[CH:15][CH:14]=2)[CH2:7][CH2:6][CH:5]([C:8]([OH:10])=O)[C:4]([CH3:12])([CH3:11])[CH2:3]1.C(Cl)CCl.C1C=CC2N(O)N=[N:47]C=2C=1.CCN(C(C)C)C(C)C.[Cl-].[NH4+].